This data is from Catalyst prediction with 721,799 reactions and 888 catalyst types from USPTO. The task is: Predict which catalyst facilitates the given reaction. (1) Reactant: [Cl:1][C:2]1[CH:7]=[CH:6][C:5]([C:8]2[CH:13]=[C:12]([C:14]#[N:15])[CH:11]=[C:10]([C:16]3[CH:21]=[CH:20][C:19]([Cl:22])=[CH:18][CH:17]=3)[CH:9]=2)=[CH:4][CH:3]=1.[N-:23]=[N+:24]=[N-:25].[Na+].[Cl-].[NH4+].Cl. Product: [Cl:1][C:2]1[CH:7]=[CH:6][C:5]([C:8]2[CH:13]=[C:12]([C:14]3[NH:25][N:24]=[N:23][N:15]=3)[CH:11]=[C:10]([C:16]3[CH:21]=[CH:20][C:19]([Cl:22])=[CH:18][CH:17]=3)[CH:9]=2)=[CH:4][CH:3]=1. The catalyst class is: 18. (2) Reactant: [Cl:1][C:2]1[CH:14]=[CH:13][C:5]2[N:6](C)[C:7](=O)[O:8][C:9](=[O:10])[C:4]=2[CH:3]=1.Cl. Product: [Cl:1][C:2]1[CH:14]=[CH:13][C:5]([NH:6][CH3:7])=[C:4]([CH:3]=1)[C:9]([OH:10])=[O:8]. The catalyst class is: 500. (3) Product: [NH2:16][C:13]1[CH:14]=[C:15]2[C:5]3([CH2:4][CH2:3][N:2]([CH3:1])[CH2:7][CH2:6]3)[C:8](=[O:24])[NH:9][C:10]2=[CH:11][CH:12]=1. Reactant: [CH3:1][N:2]1[CH2:7][CH2:6][C:5]2([C:15]3[C:10](=[CH:11][CH:12]=[C:13]([NH:16]C(=O)OC(C)(C)C)[CH:14]=3)[NH:9][C:8]2=[O:24])[CH2:4][CH2:3]1.Cl. The catalyst class is: 12. (4) Reactant: [CH3:1][N:2]1[C:11]2[C:6](=[CH:7][CH:8]=[CH:9][CH:10]=2)[C:5](=[O:12])[N:4]([CH2:13][C@H:14]2[CH2:19][CH2:18][C@H:17]([C:20]([N:22]3[CH2:27][CH2:26][NH:25][CH2:24][CH2:23]3)=[O:21])[CH2:16][CH2:15]2)[C:3]1=[O:28].CCN(CC)CC.[C:36](Cl)(=[O:40])[CH2:37][CH2:38][CH3:39]. Product: [C:36]([N:25]1[CH2:26][CH2:27][N:22]([C:20]([C@H:17]2[CH2:18][CH2:19][C@H:14]([CH2:13][N:4]3[C:5](=[O:12])[C:6]4[C:11](=[CH:10][CH:9]=[CH:8][CH:7]=4)[N:2]([CH3:1])[C:3]3=[O:28])[CH2:15][CH2:16]2)=[O:21])[CH2:23][CH2:24]1)(=[O:40])[CH2:37][CH2:38][CH3:39]. The catalyst class is: 2. (5) Reactant: [NH2:1][CH2:2][C:3]1[CH:8]=[CH:7][C:6]([NH2:9])=[C:5]([Cl:10])[CH:4]=1.[C:11](O[C:11]([O:13][C:14]([CH3:17])([CH3:16])[CH3:15])=[O:12])([O:13][C:14]([CH3:17])([CH3:16])[CH3:15])=[O:12]. Product: [C:14]([O:13][C:11]([NH:1][CH2:2][C:3]1[CH:8]=[CH:7][C:6]([NH2:9])=[C:5]([Cl:10])[CH:4]=1)=[O:12])([CH3:17])([CH3:16])[CH3:15]. The catalyst class is: 4. (6) Reactant: [C:1]([C:3]1[C:4]([N:15]2[CH2:20][CH2:19][CH:18]([C:21](O)=[O:22])[CH2:17][CH2:16]2)=[N:5][C:6]([CH3:14])=[C:7]([C:9]([O:11][CH2:12][CH3:13])=[O:10])[CH:8]=1)#[N:2].CN(C(ON1N=NC2C=CC=CC1=2)=[N+](C)C)C.[B-](F)(F)(F)F.CCN(C(C)C)C(C)C.[CH3:55][C:56]1[CH:57]=[C:58]([CH2:62][S:63]([NH2:66])(=[O:65])=[O:64])[CH:59]=[CH:60][CH:61]=1.C([O-])(O)=O.[Na+]. Product: [C:1]([C:3]1[C:4]([N:15]2[CH2:20][CH2:19][CH:18]([C:21]([NH:66][S:63]([CH2:62][C:58]3[CH:59]=[CH:60][CH:61]=[C:56]([CH3:55])[CH:57]=3)(=[O:64])=[O:65])=[O:22])[CH2:17][CH2:16]2)=[N:5][C:6]([CH3:14])=[C:7]([CH:8]=1)[C:9]([O:11][CH2:12][CH3:13])=[O:10])#[N:2]. The catalyst class is: 2.